Dataset: Experimentally validated miRNA-target interactions with 360,000+ pairs, plus equal number of negative samples. Task: Binary Classification. Given a miRNA mature sequence and a target amino acid sequence, predict their likelihood of interaction. (1) The miRNA is hsa-miR-4641 with sequence UGCCCAUGCCAUACUUUUGCCUCA. The protein sequence of the target gene is MGTSSTDSQQAGHRRCSTSNTSAENLTCLSLPGSPGKTAPLPGPAQAGAGQPLPKGCAAVKAEVGIPAPHTSQEVRIHIRRLLSWAAPGACGLRSTPCALPQALPQARPCPGRWFFPGCSLPTGGAQTILSLWTWRHFLNWALQQREENSGRARRVPPVPRTAPVSKGEGSHPPQNSNGEKVKTITPDVGLHQSLTSDPTVAVLRAKRAPEAHPPRSCSGSLTARVCHMGVCQGQGDTEDGRMTLMG. Result: 0 (no interaction). (2) Result: 0 (no interaction). The protein sequence of the target gene is MGIFCSVIKFENLQDLRRLCHWGPIIALGVIAICSTMAMIDSVLWYWPLHTTGGSVNFIMLINWTVMILYNYFNAMFAGPGFVPRGWKPEKSQDSMYLQYCKVCQAYKAPRSHHCRKCNRCVMKMDHHCPWINNCCGHQNHASFTLFLLLAPLGCTHAAFIFVMTMYTQLYNRLSFGWNTVKIDMSAARRDPPPIVPFGLAAFAATLFALGLALGTTIAVGMLFFIQIKIILRNKTSIESWIEEKAKDRIQYYQLDEVFIFPYDMGSKWKNFKQVFTWSGVPEGDGLEWPIREGCDQYSL.... The miRNA is cel-miR-83-3p with sequence UAGCACCAUAUAAAUUCAGUAA. (3) The miRNA is hsa-miR-125b-5p with sequence UCCCUGAGACCCUAACUUGUGA. The protein sequence of the target gene is MEALILEPSLYTVKAILILDNDGDRLFAKYYDDTYPSVKEQKAFEKNIFNKTHRTDSEIALLEGLTVVYKSSIDLYFYVIGSSYENELMLMAVLNCLFDSLSQMLRKNVEKRALLENMEGLFLAVDEIVDGGVILESDPQQVVHRVALRGEDVPLTEQTVSQVLQSAKEQIKWSLLR. Result: 1 (interaction). (4) The miRNA is hsa-miR-665 with sequence ACCAGGAGGCUGAGGCCCCU. The protein sequence of the target gene is MAPKKRPETQKTSEIVLRPRNKRSRSPLELEPEAKKLCAKGSGPSRRCDSDCLWVGLAGPQILPPCRSIVRTLHQHKLGRASWPSVQQGLQQSFLHTLDSYRILQKAAPFDRRATSLAWHPTHPSTVAVGSKGGDIMLWNFGIKDKPTFIKGIGAGGSITGLKFNPLNTNQFYASSMEGTTRLQDFKGNILRVFASSDTINIWFCSLDVSASSRMVVTGDNVGNVILLNMDGKELWNLRMHKKKVTHVALNPCCDWFLATASVDQTVKIWDLRQVRGKASFLYSLPHRHPVNAACFSPDG.... Result: 0 (no interaction). (5) The miRNA is mmu-miR-1933-3p with sequence CCAGGACCAUCAGUGUGACUAU. The protein sequence of the target gene is MGDLPLNINIQEPRWDQSTFLGRARHFFTVTDPRNLLLSGEQLEASRNIVQNYRAGVATPGLTEDQLWRAKYVYDSAFHPDTGEKVVLIGRMSAQVPMNMTITGCMLTFYRKTPTVVFWQWVNQSFNAIVNYSNRSGDAPITVQQLGTAYVSATTGAVATALGLKSLTKHLPPLVGRFVPFAAVAAANCINIPLMRQRELQVGIPVTDEAGQRLGHSVTAAKQGIFQVVISRIGMAIPAMAIPPVIMNTLEKKDFLKRRPWLGAPLQVGLVGFCLVFATPLCCALFPQRSSIHVTRLEPE.... Result: 1 (interaction). (6) The miRNA is hsa-miR-335-5p with sequence UCAAGAGCAAUAACGAAAAAUGU. The protein sequence of the target gene is MVVPEKEQSWIPKIFKKKTCTTFIVDSTDPGGTLCQCGRPRTAHPAVAMEDAFGAAVVTVWDSDAHTTEKPTDAYGELDFTGAGRKHSNFLRLSDRTDPAAVYSLVTRTWGFRAPNLVVSVLGGSGGPVLQTWLQDLLRRGLVRAAQSTGAWIVTGGLHTGIGRHVGVAVRDHQMASTGGTKVVAMGVAPWGVVRNRDTLINPKGSFPARYRWRGDPEDGVQFPLDYNYSAFFLVDDGTHGCLGGENRFRLRLESYISQQKTGVGGTGIDIPVLLLLIDGDEKMLTRIENATQAQLPCLL.... Result: 1 (interaction).